This data is from Full USPTO retrosynthesis dataset with 1.9M reactions from patents (1976-2016). The task is: Predict the reactants needed to synthesize the given product. (1) Given the product [CH:4]([C:6]1([NH:11][C:12](=[O:18])[O:13][C:14]([CH3:16])([CH3:15])[CH3:17])[CH2:10][CH2:9][CH2:8][CH2:7]1)=[O:5], predict the reactants needed to synthesize it. The reactants are: CON(C)[C:4]([C:6]1([NH:11][C:12](=[O:18])[O:13][C:14]([CH3:17])([CH3:16])[CH3:15])[CH2:10][CH2:9][CH2:8][CH2:7]1)=[O:5].[H-].[H-].[H-].[H-].[Li+].[Al+3].OS([O-])(=O)=O.[K+]. (2) Given the product [Cl:9][C:4]1[N:5]=[C:6]([Cl:8])[N:7]=[C:2]([N:17]2[CH2:18][CH2:19][C:20]34[CH:21]=[CH:22][C@H:23]([OH:27])[CH2:24][CH:25]3[O:26][C:13]3=[C:12]([O:11][CH3:10])[CH:29]=[CH:28][C:15](=[C:14]43)[CH2:16]2)[N:3]=1, predict the reactants needed to synthesize it. The reactants are: Cl[C:2]1[N:7]=[C:6]([Cl:8])[N:5]=[C:4]([Cl:9])[N:3]=1.[CH3:10][O:11][C:12]1[CH:29]=[CH:28][C:15]2[CH2:16][NH:17][CH2:18][CH2:19][C@@:20]34[C@@H:25]([O:26][C:13]=1[C:14]=23)[CH2:24][C@@H:23]([OH:27])[CH:22]=[CH:21]4.[OH-].[Na+]. (3) Given the product [Cl:9][CH2:10][C:11]1[N:8]=[C:5]2[CH:4]=[CH:3][C:2]([F:1])=[CH:7][N:6]2[CH:12]=1, predict the reactants needed to synthesize it. The reactants are: [F:1][C:2]1[CH:3]=[CH:4][C:5]([NH2:8])=[N:6][CH:7]=1.[Cl:9][CH2:10][C:11](=O)[CH2:12]Cl. (4) Given the product [Br:1][C:2]1[CH:3]=[CH:4][C:5]([N:8]2[C:16]3[C:11](=[CH:12][CH:13]=[CH:14][CH:15]=3)[C:10]([CH3:17])=[N:9]2)=[CH:6][CH:7]=1, predict the reactants needed to synthesize it. The reactants are: [Br:1][C:2]1[CH:7]=[CH:6][C:5]([N:8]2[C:16]3[CH2:15][CH2:14][CH2:13][CH2:12][C:11]=3[C:10]([CH3:17])=[N:9]2)=[CH:4][CH:3]=1.C(C1C(=O)C(Cl)=C(Cl)C(=O)C=1C#N)#N. (5) Given the product [C:1]([O:5][C:6](=[O:7])[NH:8][CH:9]1[CH2:13][CH2:12][C:11]([C:17]([OH:20])([CH3:19])[CH3:18])([C:14]([N:32]2[CH2:33][CH2:34][N:29]([C:25]3[CH:24]=[C:23]([C:22]([F:36])([F:21])[F:35])[CH:28]=[CH:27][N:26]=3)[CH2:30][CH2:31]2)=[O:16])[CH2:10]1)([CH3:2])([CH3:3])[CH3:4], predict the reactants needed to synthesize it. The reactants are: [C:1]([O:5][C:6]([NH:8][C@H:9]1[CH2:13][CH2:12][C:11]([C:17]([OH:20])([CH3:19])[CH3:18])([C:14]([OH:16])=O)[CH2:10]1)=[O:7])([CH3:4])([CH3:3])[CH3:2].[F:21][C:22]([F:36])([F:35])[C:23]1[CH:28]=[CH:27][N:26]=[C:25]([N:29]2[CH2:34][CH2:33][NH:32][CH2:31][CH2:30]2)[CH:24]=1.C(N(CC)CC)C.F[P-](F)(F)(F)(F)F.N1(O[P+](N(C)C)(N(C)C)N(C)C)C2C=CC=CC=2N=N1. (6) Given the product [CH2:17]([NH:19][C:20](=[O:33])[C:21]1[CH:22]=[CH:23][C:24]([N:27]2[CH2:28][CH2:29][N:30]([CH2:2][C:3]3[CH:16]=[N:15][C:6]4[C:7]5[N:8]([CH:12]=[CH:13][CH:14]=5)[C:9](=[O:11])[NH:10][C:5]=4[CH:4]=3)[CH2:31][CH2:32]2)=[CH:25][CH:26]=1)[CH3:18], predict the reactants needed to synthesize it. The reactants are: O[CH2:2][C:3]1[CH:16]=[N:15][C:6]2[C:7]3[N:8]([CH:12]=[CH:13][CH:14]=3)[C:9](=[O:11])[NH:10][C:5]=2[CH:4]=1.[CH2:17]([NH:19][C:20](=[O:33])[C:21]1[CH:26]=[CH:25][C:24]([N:27]2[CH2:32][CH2:31][NH:30][CH2:29][CH2:28]2)=[CH:23][CH:22]=1)[CH3:18].[I-].C(C[P+](C)(C)C)#N.C(N(C(C)C)C(C)C)C. (7) Given the product [CH2:1]([O:5][C:6]1[CH:7]=[C:8]([CH3:14])[C:9]([C:12]([OH:17])=[O:13])=[N:10][CH:11]=1)[C:2]#[C:3][CH3:4], predict the reactants needed to synthesize it. The reactants are: [CH2:1]([O:5][C:6]1[CH:7]=[C:8]([CH3:14])[C:9]([CH:12]=[O:13])=[N:10][CH:11]=1)[C:2]#[C:3][CH3:4].CC(C)=[O:17].S(=O)(=O)(O)N.Cl([O-])=O.[Na+]. (8) Given the product [F:1][C:2]1[CH:3]=[C:4]2[C:9](=[N:10][C:11]=1[CH2:12][F:29])[N:8]=[C:7]([C:14]([F:17])([F:16])[F:15])[C:6]([C:18]([O:20][CH2:21][CH3:22])=[O:19])=[CH:5]2, predict the reactants needed to synthesize it. The reactants are: [F:1][C:2]1[CH:3]=[C:4]2[C:9](=[N:10][C:11]=1[CH2:12]O)[N:8]=[C:7]([C:14]([F:17])([F:16])[F:15])[C:6]([C:18]([O:20][CH2:21][CH3:22])=[O:19])=[CH:5]2.C(N(S(F)(F)[F:29])CC)C. (9) The reactants are: [F:1][C:2]1[CH:9]=[CH:8][C:7]([CH:10]=[O:11])=[CH:6][C:3]=1[C:4]#[N:5].[CH2:12](O)[CH2:13][OH:14].C1(C)C=CC(S(O)(=O)=O)=CC=1.C(OCC)(=O)C. Given the product [O:11]1[CH2:12][CH2:13][O:14][CH:10]1[C:7]1[CH:8]=[CH:9][C:2]([F:1])=[C:3]([CH:6]=1)[C:4]#[N:5], predict the reactants needed to synthesize it. (10) Given the product [Br:14][C:15]1[C:16]([F:22])=[CH:17][C:18]([NH:19][C:6](=[O:11])[C:7]([F:8])([F:9])[F:10])=[C:20]([N+:23]([O-:25])=[O:24])[CH:21]=1, predict the reactants needed to synthesize it. The reactants are: [F:8][C:7]([F:10])([F:9])[C:6](O[C:6](=[O:11])[C:7]([F:10])([F:9])[F:8])=[O:11].[Br:14][C:15]1[CH:21]=[CH:20][C:18]([NH2:19])=[CH:17][C:16]=1[F:22].[N+:23]([O-])([O-:25])=[O:24].[K+].